Dataset: Reaction yield outcomes from USPTO patents with 853,638 reactions. Task: Predict the reaction yield, written as a fraction of the theoretical maximum amount of product (1.0 means a 100% yield; for example, 0.34 means a 34% yield). (1) The catalyst is ClCCl. The product is [CH3:18][N:17]1[C:16]2[C:19]([N:23]3[CH2:24][CH2:25][NH:26][CH2:27][CH2:28]3)=[CH:20][CH:21]=[CH:22][C:15]=2[N:14]=[C:13]1[CH2:12][NH:11][CH:4]1[C:5]2=[N:6][CH:7]=[CH:8][CH:9]=[C:10]2[O:1][CH2:2][CH2:3]1. The yield is 0.990. The reactants are [O:1]1[C:10]2[C:5](=[N:6][CH:7]=[CH:8][CH:9]=2)[CH:4]([NH:11][CH2:12][C:13]2[N:17]([CH3:18])[C:16]3[C:19]([N:23]4[CH2:28][CH2:27][N:26](C(OC(C)(C)C)=O)[CH2:25][CH2:24]4)=[CH:20][CH:21]=[CH:22][C:15]=3[N:14]=2)[CH2:3][CH2:2]1.FC(F)(F)C(O)=O. (2) The reactants are Br[C:2]1[C:3]([O:16][C:17]2[CH:22]=[CH:21][CH:20]=[CH:19][C:18]=2[F:23])=[C:4]2[C:9](=[CH:10][CH:11]=1)[N:8]([C:12](=[O:14])[CH3:13])[C@@H:7]([CH3:15])[CH2:6][CH2:5]2.O1CCOCC1.C(=O)([O-])[O-].[Cs+].[Cs+].CC1(C)C(C)(C)OB([C:44]2[CH:45]=[N:46][N:47]([CH:49]3[CH2:54][CH2:53][N:52]([C:55]([O:57][C:58]([CH3:61])([CH3:60])[CH3:59])=[O:56])[CH2:51][CH2:50]3)[CH:48]=2)O1. The catalyst is C1C=CC(P(C2C=CC=CC=2)[C-]2C=CC=C2)=CC=1.C1C=CC(P(C2C=CC=CC=2)[C-]2C=CC=C2)=CC=1.Cl[Pd]Cl.[Fe+2].O. The product is [C:12]([N:8]1[C:9]2[C:4](=[C:3]([O:16][C:17]3[CH:22]=[CH:21][CH:20]=[CH:19][C:18]=3[F:23])[C:2]([C:44]3[CH:45]=[N:46][N:47]([CH:49]4[CH2:50][CH2:51][N:52]([C:55]([O:57][C:58]([CH3:61])([CH3:60])[CH3:59])=[O:56])[CH2:53][CH2:54]4)[CH:48]=3)=[CH:11][CH:10]=2)[CH2:5][CH2:6][C@@H:7]1[CH3:15])(=[O:14])[CH3:13]. The yield is 0.850. (3) The reactants are C([N:3]([CH2:6][CH3:7])CC)C.[CH:8]([C:11]1[CH:17]=[CH:16][CH:15]=[C:14]([CH:18]([CH3:20])[CH3:19])[C:12]=1[NH2:13])([CH3:10])[CH3:9].[C:21](Cl)(=[O:31])[C:22]1[C:23](=[CH:27][CH:28]=[CH:29][CH:30]=1)[C:24](Cl)=[O:25]. The catalyst is ClCCl. The product is [CH:18]([C:14]1[CH:15]=[CH:16][CH:17]=[C:11]([CH:8]([CH3:10])[CH3:9])[C:12]=1[NH:13][C:21](=[O:31])[C:22]1[C:23](=[CH:27][CH:28]=[CH:29][CH:30]=1)[C:24]([NH:3][C:6]1[C:7]([CH:8]([CH3:10])[CH3:9])=[CH:16][CH:17]=[CH:11][C:12]=1[CH:14]([CH3:18])[CH3:15])=[O:25])([CH3:20])[CH3:19]. The yield is 0.0300. (4) The reactants are [S:1]1[C:5]([CH:6]=[O:7])=[CH:4][C:3]2[CH:8]=[CH:9][CH:10]=[CH:11][C:2]1=2.OS([O-])=O.[Na+].[C-:17]#[N:18].[K+]. The catalyst is C1COCC1.O.[Cl-].[Na+].O. The product is [S:1]1[C:5]([CH:6]([OH:7])[C:17]#[N:18])=[CH:4][C:3]2[CH:8]=[CH:9][CH:10]=[CH:11][C:2]1=2. The yield is 0.460. (5) The reactants are [Br:1][C:2]1[CH:3]=[C:4]([C:9]([CH3:13])([CH3:12])[C:10]#N)[CH:5]=[CH:6][C:7]=1[F:8].CC(C[AlH]CC(C)C)C.C1C[O:26]CC1. No catalyst specified. The product is [Br:1][C:2]1[CH:3]=[C:4]([C:9]([CH3:13])([CH3:12])[CH:10]=[O:26])[CH:5]=[CH:6][C:7]=1[F:8]. The yield is 0.920. (6) The reactants are [CH3:1][O:2][C:3]1[CH:4]=[C:5]([C:11]2([CH2:17][NH2:18])[CH2:16][CH2:15][CH2:14][CH2:13][CH2:12]2)[CH:6]=[CH:7][C:8]=1[O:9][CH3:10].[O:19]1[C:23]2[CH:24]=[CH:25][CH:26]=[CH:27][C:22]=2[CH:21]=[C:20]1[C:28](Cl)=[O:29].C(N(CC)CC)C. The catalyst is O1CCOCC1. The product is [CH3:1][O:2][C:3]1[CH:4]=[C:5]([C:11]2([CH2:17][NH:18][C:28]([C:20]3[O:19][C:23]4[CH:24]=[CH:25][CH:26]=[CH:27][C:22]=4[CH:21]=3)=[O:29])[CH2:12][CH2:13][CH2:14][CH2:15][CH2:16]2)[CH:6]=[CH:7][C:8]=1[O:9][CH3:10]. The yield is 0.442. (7) The reactants are [Cl:1][C:2]1[CH:8]=[C:7]([O:9][C:10]2[C:19]3[C:14](=[CH:15][C:16]([O:22][CH3:23])=[C:17]([O:20][CH3:21])[CH:18]=3)[N:13]=[CH:12][N:11]=2)[CH:6]=[CH:5][C:3]=1[NH2:4].C1(C)C=CC=CC=1.C(N(CC)CC)C.Cl[C:39](Cl)([O:41][C:42](=[O:48])OC(Cl)(Cl)Cl)Cl.[F:50][C:51]([F:61])([F:60])[C:52]1[CH:59]=[CH:58][C:55](CO)=[CH:54][CH:53]=1. The catalyst is C(Cl)Cl. The product is [Cl:1][C:2]1[CH:8]=[C:7]([O:9][C:10]2[C:19]3[C:14](=[CH:15][C:16]([O:22][CH3:23])=[C:17]([O:20][CH3:21])[CH:18]=3)[N:13]=[CH:12][N:11]=2)[CH:6]=[CH:5][C:3]=1[NH:4][C:42](=[O:48])[O:41][CH2:39][C:55]1[CH:58]=[CH:59][C:52]([C:51]([F:61])([F:60])[F:50])=[CH:53][CH:54]=1. The yield is 0.410.